From a dataset of Catalyst prediction with 721,799 reactions and 888 catalyst types from USPTO. Predict which catalyst facilitates the given reaction. (1) Reactant: [CH2:1]([N:8]1[CH2:13][CH2:12][CH:11]([N:14]([CH2:22][C:23]2[N:24]=[C:25]([CH:36]=[O:37])[N:26]([CH2:28][O:29][CH2:30][CH2:31][Si:32]([CH3:35])([CH3:34])[CH3:33])[CH:27]=2)[C:15](=[O:21])[O:16][C:17]([CH3:20])([CH3:19])[CH3:18])[CH2:10][CH2:9]1)[C:2]1[CH:7]=[CH:6][CH:5]=[CH:4][CH:3]=1.[BH4-].[Na+].O. Product: [C:17]([O:16][C:15](=[O:21])[N:14]([CH:11]1[CH2:10][CH2:9][N:8]([CH2:1][C:2]2[CH:7]=[CH:6][CH:5]=[CH:4][CH:3]=2)[CH2:13][CH2:12]1)[CH2:22][C:23]1[N:24]=[C:25]([CH2:36][OH:37])[N:26]([CH2:28][O:29][CH2:30][CH2:31][Si:32]([CH3:35])([CH3:34])[CH3:33])[CH:27]=1)([CH3:20])([CH3:18])[CH3:19]. The catalyst class is: 8. (2) Reactant: [Cl:1][C:2]1[CH:3]=[C:4]([CH:18]=[CH:19][C:20]=1[O:21][CH3:22])[CH2:5][O:6][C:7]1[C:12]([C:13]([OH:15])=O)=[CH:11][N:10]=[C:9]([S:16][CH3:17])[N:8]=1.[CH2:23]([NH2:30])[C:24]1[CH:29]=[CH:28][CH:27]=[CH:26][CH:25]=1.CN(C(ON1N=NC2C=CC=NC1=2)=[N+](C)C)C.F[P-](F)(F)(F)(F)F.CCN(C(C)C)C(C)C. Product: [CH2:23]([NH:30][C:13]([C:12]1[C:7]([O:6][CH2:5][C:4]2[CH:18]=[CH:19][C:20]([O:21][CH3:22])=[C:2]([Cl:1])[CH:3]=2)=[N:8][C:9]([S:16][CH3:17])=[N:10][CH:11]=1)=[O:15])[C:24]1[CH:29]=[CH:28][CH:27]=[CH:26][CH:25]=1. The catalyst class is: 20. (3) Reactant: [F:1][C:2]([F:39])([F:38])[C:3]([C:9]1[CH:14]=[CH:13][C:12]([C:15]2[CH:20]=[CH:19][C:18]([NH:21][CH:22]3[CH2:27][CH2:26][N:25](C(OCC4C=CC=CC=4)=O)[CH2:24][CH2:23]3)=[CH:17][CH:16]=2)=[CH:11][CH:10]=1)([OH:8])[C:4]([F:7])([F:6])[F:5]. Product: [F:7][C:4]([F:5])([F:6])[C:3]([C:9]1[CH:14]=[CH:13][C:12]([C:15]2[CH:20]=[CH:19][C:18]([NH:21][CH:22]3[CH2:27][CH2:26][NH:25][CH2:24][CH2:23]3)=[CH:17][CH:16]=2)=[CH:11][CH:10]=1)([OH:8])[C:2]([F:39])([F:38])[F:1]. The catalyst class is: 50. (4) Reactant: C(N(CC)C(C)C)(C)C.Cl[C:11](OC1C=CC([N+]([O-])=O)=CC=1)=[O:12].[O:23]=[C:24]1[N:29]([C:30]2[CH:35]=[CH:34][CH:33]=[C:32]([C:36]([F:39])([F:38])[F:37])[CH:31]=2)[C:28]2[CH2:40][CH2:41][C:42](=[O:43])[C:27]=2[C@@H:26]([C:44]2[CH:51]=[CH:50][C:47]([C:48]#[N:49])=[CH:46][CH:45]=2)[NH:25]1.[O:52]=[S:53]1(=[O:60])[CH2:58][CH2:57][CH:56]([NH2:59])[CH2:55][CH2:54]1. Product: [C:48]([C:47]1[CH:46]=[CH:45][C:44]([C@H:26]2[N:25]([C:11]([NH:59][CH:56]3[CH2:57][CH2:58][S:53](=[O:60])(=[O:52])[CH2:54][CH2:55]3)=[O:12])[C:24](=[O:23])[N:29]([C:30]3[CH:35]=[CH:34][CH:33]=[C:32]([C:36]([F:37])([F:38])[F:39])[CH:31]=3)[C:28]3[CH2:40][CH2:41][C:42](=[O:43])[C:27]2=3)=[CH:51][CH:50]=1)#[N:49]. The catalyst class is: 594. (5) Reactant: [NH2:1][C@H:2]1[C@H:6]([OH:7])[CH2:5][N:4]([C:8]([O:10][C:11]([CH3:14])([CH3:13])[CH3:12])=[O:9])[CH2:3]1.[C:15](OC(=O)C)(=[O:17])[CH3:16]. Product: [C:15]([NH:1][CH:2]1[CH:6]([OH:7])[CH2:5][N:4]([C:8]([O:10][C:11]([CH3:14])([CH3:13])[CH3:12])=[O:9])[CH2:3]1)(=[O:17])[CH3:16]. The catalyst class is: 4. (6) Reactant: [CH:1]1([N:5]2[CH2:10][CH2:9][CH:8]([OH:11])[CH2:7][CH2:6]2)[CH2:4][CH2:3][CH2:2]1.[H-].[Na+].[C:14]([O:18][C:19]([N:21]1[CH2:26][CH2:25][C:24]2[N:27]=[C:28](Br)[S:29][C:23]=2[CH2:22]1)=[O:20])([CH3:17])([CH3:16])[CH3:15]. Product: [C:14]([O:18][C:19]([N:21]1[CH2:26][CH2:25][C:24]2[N:27]=[C:28]([O:11][CH:8]3[CH2:7][CH2:6][N:5]([CH:1]4[CH2:4][CH2:3][CH2:2]4)[CH2:10][CH2:9]3)[S:29][C:23]=2[CH2:22]1)=[O:20])([CH3:17])([CH3:15])[CH3:16]. The catalyst class is: 7. (7) Reactant: N(OCCC(C)C)=O.N[C:10]1[C:15]([C:16]#[N:17])=[C:14]([N:18]2[CH2:23][CH2:22][CH2:21][CH2:20][CH2:19]2)[C:13]([C:24]#[N:25])=[C:12]([S:26][CH2:27][C:28]2[N:29]=[C:30]([C:33]3[CH:38]=[CH:37][C:36]([Cl:39])=[CH:35][CH:34]=3)[S:31][CH:32]=2)[N:11]=1.[ClH:40]. Product: [Cl:40][C:10]1[C:15]([C:16]#[N:17])=[C:14]([N:18]2[CH2:23][CH2:22][CH2:21][CH2:20][CH2:19]2)[C:13]([C:24]#[N:25])=[C:12]([S:26][CH2:27][C:28]2[N:29]=[C:30]([C:33]3[CH:38]=[CH:37][C:36]([Cl:39])=[CH:35][CH:34]=3)[S:31][CH:32]=2)[N:11]=1. The catalyst class is: 879. (8) Reactant: [CH3:1][C:2]1[CH:3]=[C:4]([CH2:7][CH2:8][C:9]2[CH:10]=[C:11]([NH2:14])[NH:12][N:13]=2)[S:5][CH:6]=1.Cl[C:16]1[CH:21]=[CH:20][N:19]=[C:18]([NH:22][CH2:23][C:24]2[O:28][N:27]=[C:26]([CH3:29])[CH:25]=2)[N:17]=1. Product: [CH3:29][C:26]1[CH:25]=[C:24]([CH2:23][NH:22][C:18]2[N:19]=[C:20]([NH:14][C:11]3[NH:12][N:13]=[C:9]([CH2:8][CH2:7][C:4]4[S:5][CH:6]=[C:2]([CH3:1])[CH:3]=4)[CH:10]=3)[CH:21]=[CH:16][N:17]=2)[O:28][N:27]=1. The catalyst class is: 8. (9) Reactant: ClC1C=C(C(Cl)=O)C=C(Cl)C=1.[Cl:12][C:13]1[CH:14]=[C:15]([CH:17]=[CH:18][C:19]=1[O:20][C:21]1[C:30]2[C:25](=[CH:26][C:27]([O:33][CH3:34])=[C:28]([O:31][CH3:32])[CH:29]=2)[N:24]=[CH:23][CH:22]=1)[NH2:16].[Cl:35][C:36]1[CH:37]=[C:38]([C:43]([N:45]=[C:46]=[S:47])=[O:44])[CH:39]=[C:40]([Cl:42])[CH:41]=1. Product: [Cl:35][C:36]1[CH:37]=[C:38]([C:43]([N:45]=[C:46]=[S:47])=[O:44])[CH:39]=[C:40]([Cl:42])[CH:41]=1.[Cl:12][C:13]1[CH:14]=[C:15]([NH:16][C:46]([NH:45][C:43](=[O:44])[C:38]2[CH:39]=[C:40]([Cl:42])[CH:41]=[C:36]([Cl:35])[CH:37]=2)=[S:47])[CH:17]=[CH:18][C:19]=1[O:20][C:21]1[C:30]2[C:25](=[CH:26][C:27]([O:33][CH3:34])=[C:28]([O:31][CH3:32])[CH:29]=2)[N:24]=[CH:23][CH:22]=1. The catalyst class is: 234.